Dataset: Catalyst prediction with 721,799 reactions and 888 catalyst types from USPTO. Task: Predict which catalyst facilitates the given reaction. Reactant: C1C=CC(P(C2C(C3C(P(C4C=CC=CC=4)C4C=CC=CC=4)=CC=C4C=3C=CC=C4)=C3C(C=CC=C3)=CC=2)C2C=CC=CC=2)=CC=1.CC(C)([O-])C.[Na+].[Cl:53][C:54]1[CH:59]=[CH:58][C:57]([F:60])=[CH:56][C:55]=1I.[N:62]1([C:69]([O:71][C:72]([CH3:75])([CH3:74])[CH3:73])=[O:70])[CH2:68][CH2:67][CH2:66][NH:65][CH2:64][CH2:63]1. Product: [Cl:53][C:54]1[CH:59]=[CH:58][C:57]([F:60])=[CH:56][C:55]=1[N:65]1[CH2:66][CH2:67][CH2:68][N:62]([C:69]([O:71][C:72]([CH3:75])([CH3:74])[CH3:73])=[O:70])[CH2:63][CH2:64]1. The catalyst class is: 487.